The task is: Predict the reactants needed to synthesize the given product.. This data is from Full USPTO retrosynthesis dataset with 1.9M reactions from patents (1976-2016). (1) Given the product [CH2:13]([C:2]1[CH:3]=[CH:4][C:5]2[O:9][C:8]([CH:10]=[O:11])=[CH:7][C:6]=2[CH:12]=1)[CH2:14][CH2:15][CH3:16], predict the reactants needed to synthesize it. The reactants are: Br[C:2]1[CH:3]=[CH:4][C:5]2[O:9][C:8]([CH:10]=[O:11])=[CH:7][C:6]=2[CH:12]=1.[CH2:13]([B-](F)(F)F)[CH2:14][CH2:15][CH3:16].[K+]. (2) Given the product [CH2:13]([C@H:7]1[C@@H:8]([C:10]([NH:16][NH:15][C:17]2[N:18]=[C:19]3[CH:25]=[CH:24][N:23]([S:26]([C:29]4[CH:35]=[CH:34][C:32]([CH3:33])=[CH:31][CH:30]=4)(=[O:28])=[O:27])[C:20]3=[N:21][CH:22]=2)=[O:12])[CH2:9][C@@H:5]([NH:4][C:1](=[O:3])[CH3:2])[CH2:6]1)[CH3:14], predict the reactants needed to synthesize it. The reactants are: [C:1]([NH:4][C@@H:5]1[CH2:9][C@H:8]([C:10]([OH:12])=O)[C@H:7]([CH2:13][CH3:14])[CH2:6]1)(=[O:3])[CH3:2].[NH:15]([C:17]1[N:18]=[C:19]2[CH:25]=[CH:24][N:23]([S:26]([C:29]3[CH:35]=[CH:34][C:32]([CH3:33])=[CH:31][CH:30]=3)(=[O:28])=[O:27])[C:20]2=[N:21][CH:22]=1)[NH2:16].CN(C(ON1N=NC2C=CC=NC1=2)=[N+](C)C)C.F[P-](F)(F)(F)(F)F. (3) The reactants are: [CH:1]([N:4]1[CH2:9][CH2:8][CH:7]([NH2:10])[CH2:6][CH2:5]1)([CH3:3])[CH3:2].C(N(C(C)C)CC)(C)C.[O:20]=[C:21]1[C:29]2[C:24](=[CH:25][CH:26]=[CH:27][CH:28]=2)[C:23](=[O:30])[N:22]1[CH2:31][CH2:32][S:33](Cl)(=[O:35])=[O:34]. Given the product [CH:1]([N:4]1[CH2:9][CH2:8][CH:7]([NH:10][S:33]([CH2:32][CH2:31][N:22]2[C:21](=[O:20])[C:29]3[C:24](=[CH:25][CH:26]=[CH:27][CH:28]=3)[C:23]2=[O:30])(=[O:34])=[O:35])[CH2:6][CH2:5]1)([CH3:3])[CH3:2], predict the reactants needed to synthesize it. (4) Given the product [Cl:1][C:2]1[CH:7]=[CH:6][CH:5]=[CH:4][C:3]=1[CH:8]([OH:12])[C:9]1[N:19]([C:13]2[CH:14]=[CH:15][CH:16]=[CH:17][CH:18]=2)[C:20](=[S:23])[NH:21][N:22]=1, predict the reactants needed to synthesize it. The reactants are: [Cl:1][C:2]1[CH:7]=[CH:6][CH:5]=[CH:4][C:3]=1[CH:8]([OH:12])[C:9](O)=O.[C:13]1([NH:19][C:20](=[S:23])[NH:21][NH2:22])[CH:18]=[CH:17][CH:16]=[CH:15][CH:14]=1. (5) Given the product [CH2:32]([O:4][CH2:3][C@H:2]([NH:1][C:11](=[O:13])[C@@H:9]([N:8]([C:15]([O:17][C:18]([CH3:21])([CH3:20])[CH3:19])=[O:16])[CH3:14])[CH3:10])[C:5]([O:7][CH2:53][C:52]1[CH:46]=[CH:45][CH:44]=[CH:55][CH:51]=1)=[O:6])[C:26]1[CH:25]=[CH:24][CH:23]=[CH:22][CH:27]=1, predict the reactants needed to synthesize it. The reactants are: [NH2:1][C@H:2]([C:5]([OH:7])=[O:6])[CH2:3][OH:4].[N:8]([C:15]([O:17][C:18]([CH3:21])([CH3:20])[CH3:19])=[O:16])([CH3:14])[C@H:9]([C:11]([OH:13])=O)[CH3:10].[CH:22]1[CH:23]=[CH:24][C:25]2N(O)N=N[C:26]=2[CH:27]=1.[CH3:32]N1CCOCC1.CCN=C=N[CH2:44][CH2:45][CH2:46]N(C)C.Cl.[CH2:51]1[CH2:55]O[CH2:53][CH2:52]1. (6) Given the product [Cl:70][C:63]1[CH:64]=[CH:65][CH:66]=[C:67]([C:68]#[N:69])[C:62]=1[N:59]1[C:55]2=[N:56][CH:57]=[N:58][C:53]([O:52][C@@H:41]([CH2:40][O:39][CH2:38][CH2:37][OH:36])[C:42]([NH:44][C:45]3[CH:50]=[CH:49][C:48]([Cl:51])=[CH:47][N:46]=3)=[O:43])=[C:54]2[CH:61]=[N:60]1, predict the reactants needed to synthesize it. The reactants are: [F-].C([N+](CCCC)(CCCC)CCCC)CCC.[Si]([O:36][CH2:37][CH2:38][O:39][CH2:40][C@H:41]([O:52][C:53]1[N:58]=[CH:57][N:56]=[C:55]2[N:59]([C:62]3[C:67]([C:68]#[N:69])=[CH:66][CH:65]=[CH:64][C:63]=3[Cl:70])[N:60]=[CH:61][C:54]=12)[C:42]([NH:44][C:45]1[CH:50]=[CH:49][C:48]([Cl:51])=[CH:47][N:46]=1)=[O:43])(C(C)(C)C)(C1C=CC=CC=1)C1C=CC=CC=1. (7) Given the product [ClH:21].[N:1]1[CH:2]=[CH:3][C:4]([C:7]2[N:11]=[C:10]([CH2:12][NH2:13])[NH:9][N:8]=2)=[CH:5][CH:6]=1, predict the reactants needed to synthesize it. The reactants are: [N:1]1[CH:6]=[CH:5][C:4]([C:7]2[N:11]=[C:10]([CH2:12][NH:13]C(=O)OC(C)(C)C)[NH:9][N:8]=2)=[CH:3][CH:2]=1.[ClH:21].O1CCOCC1. (8) Given the product [F:17][C:18]1[CH:25]=[CH:24][C:21]([CH2:22][NH:23][C:2]2[CH:3]=[CH:4][C:5]([CH3:16])=[C:6]([NH:8][C:9](=[O:15])[CH2:10][C:11]([CH3:14])([CH3:13])[CH3:12])[CH:7]=2)=[CH:20][CH:19]=1, predict the reactants needed to synthesize it. The reactants are: Br[C:2]1[CH:3]=[CH:4][C:5]([CH3:16])=[C:6]([NH:8][C:9](=[O:15])[CH2:10][C:11]([CH3:14])([CH3:13])[CH3:12])[CH:7]=1.[F:17][C:18]1[CH:25]=[CH:24][C:21]([CH2:22][NH2:23])=[CH:20][CH:19]=1.